From a dataset of Forward reaction prediction with 1.9M reactions from USPTO patents (1976-2016). Predict the product of the given reaction. (1) Given the reactants [H-].[Na+].[NH:3]1[CH:7]=[N:6][CH:5]=[N:4]1.[C:8]([C:12]1([CH2:15][CH:16]([CH3:25])[CH2:17][C:18]2[CH:23]=[CH:22][CH:21]=[CH:20][C:19]=2[Cl:24])[CH2:14][O:13]1)([CH3:11])([CH3:10])[CH3:9], predict the reaction product. The product is: [Cl:24][C:19]1[CH:20]=[CH:21][CH:22]=[CH:23][C:18]=1[CH2:17][CH:16]([CH3:25])[CH2:15][C:12]([CH2:14][N:3]1[CH:7]=[N:6][CH:5]=[N:4]1)([OH:13])[C:8]([CH3:10])([CH3:9])[CH3:11]. (2) Given the reactants [Br:1][C:2]1[CH:16]=[CH:15][C:5]2[N:6]=[C:7]([NH:9][C:10]([NH:12][CH2:13][CH3:14])=[O:11])[S:8][C:4]=2[C:3]=1[OH:17].[C:18](=O)([O-])[O-].[K+].[K+].IC, predict the reaction product. The product is: [Br:1][C:2]1[CH:16]=[CH:15][C:5]2[N:6]=[C:7]([NH:9][C:10]([NH:12][CH2:13][CH3:14])=[O:11])[S:8][C:4]=2[C:3]=1[O:17][CH3:18]. (3) The product is: [Br:1][C:2]1[N:7]=[C:6]([C:8](=[O:11])[NH:9][CH3:10])[C:5]([NH:12][C:13]2[C:18]([C:19]([F:22])([F:20])[F:21])=[CH:17][N:16]=[C:15]([NH:23][C:24]3[CH:36]=[CH:35][C:27]([CH2:28][CH2:29][CH2:30][CH2:31][PH:32](=[O:33])[O:34][CH2:51][CH2:50][CH2:49][N:47]4[CH:48]=[C:44]([Sn:43]([CH2:53][CH2:54][CH2:55][CH3:56])([CH2:39][CH2:40][CH2:41][CH3:42])[CH2:57][CH2:58][CH2:59][CH3:60])[N:45]=[N:46]4)=[CH:26][C:25]=3[O:37][CH3:38])[N:14]=2)=[CH:4][CH:3]=1. Given the reactants [Br:1][C:2]1[N:7]=[C:6]([C:8](=[O:11])[NH:9][CH3:10])[C:5]([NH:12][C:13]2[C:18]([C:19]([F:22])([F:21])[F:20])=[CH:17][N:16]=[C:15]([NH:23][C:24]3[CH:36]=[CH:35][C:27]([CH2:28][CH2:29][CH2:30][CH2:31][PH:32](=[O:34])[OH:33])=[CH:26][C:25]=3[O:37][CH3:38])[N:14]=2)=[CH:4][CH:3]=1.[CH2:39]([Sn:43]([CH2:57][CH2:58][CH2:59][CH3:60])([CH2:53][CH2:54][CH2:55][CH3:56])[C:44]1[N:45]=[N:46][N:47]([CH2:49][CH2:50][CH2:51]O)[CH:48]=1)[CH2:40][CH2:41][CH3:42].CCN(C(C)C)C(C)C.F[P-](F)(F)(F)(F)F.N1(O[P+](N2CCCC2)(N2CCCC2)N2CCCC2)C2C=CC=CC=2N=N1, predict the reaction product. (4) The product is: [Cl:1][C:2]1[CH:3]=[C:4]([CH:26]=[CH:27][C:28]=1[Cl:29])[CH2:5][O:6][C:7]1[CH:12]=[CH:11][C:10]([C@H:13]([OH:25])[CH2:14][O:15][C:16]2[CH:17]=[C:18]([CH:21]=[CH:22][C:23]=2[F:24])[C:19]#[N:20])=[CH:9][CH:8]=1. Given the reactants [Cl:1][C:2]1[CH:3]=[C:4]([CH:26]=[CH:27][C:28]=1[Cl:29])[CH2:5][O:6][C:7]1[CH:12]=[CH:11][C:10]([C:13](=[O:25])[CH2:14][O:15][C:16]2[CH:17]=[C:18]([CH:21]=[CH:22][C:23]=2[F:24])[C:19]#[N:20])=[CH:9][CH:8]=1, predict the reaction product. (5) Given the reactants [CH2:1]([N:4]([CH2:8][C:9]1[CH:18]=[CH:17][C:12]([C:13](OC)=[O:14])=[CH:11][CH:10]=1)[CH2:5][CH2:6][CH3:7])[CH2:2][CH3:3].[H-].[Al+3].[Li+].[H-].[H-].[H-].CO.C(C(C(C([O-])=O)O)O)([O-])=O.[Na+].[K+], predict the reaction product. The product is: [CH2:1]([N:4]([CH2:8][C:9]1[CH:18]=[CH:17][C:12]([CH2:13][OH:14])=[CH:11][CH:10]=1)[CH2:5][CH2:6][CH3:7])[CH2:2][CH3:3]. (6) Given the reactants C(Cl)CCl.C(N(CC)CC)C.[C:12]1([CH2:22][OH:23])[C:21]2[C:16](=[CH:17][CH:18]=[CH:19][CH:20]=2)[CH:15]=[CH:14][CH:13]=1.[C:24]([NH:31][C@H:32]([C:40](O)=[O:41])[CH2:33][C:34]1[CH:39]=[CH:38][CH:37]=[CH:36][CH:35]=1)([O:26][C:27]([CH3:30])([CH3:29])[CH3:28])=[O:25], predict the reaction product. The product is: [C:12]1([CH2:22][O:23][C:40](=[O:41])[C@H:32]([CH2:33][C:34]2[CH:39]=[CH:38][CH:37]=[CH:36][CH:35]=2)[NH:31][C:24]([O:26][C:27]([CH3:30])([CH3:28])[CH3:29])=[O:25])[C:21]2[C:16](=[CH:17][CH:18]=[CH:19][CH:20]=2)[CH:15]=[CH:14][CH:13]=1. (7) Given the reactants [C:1]([O:5][C:6]([N:8]1[C:16]2[C:11](=[CH:12][C:13]([N+:17]([O-])=O)=[CH:14][CH:15]=2)[CH2:10][CH2:9]1)=[O:7])([CH3:4])([CH3:3])[CH3:2].CO, predict the reaction product. The product is: [C:1]([O:5][C:6]([N:8]1[C:16]2[C:11](=[CH:12][C:13]([NH2:17])=[CH:14][CH:15]=2)[CH2:10][CH2:9]1)=[O:7])([CH3:4])([CH3:2])[CH3:3].